From a dataset of Peptide-MHC class II binding affinity with 134,281 pairs from IEDB. Regression. Given a peptide amino acid sequence and an MHC pseudo amino acid sequence, predict their binding affinity value. This is MHC class II binding data. The peptide sequence is VLAGWLFHVRGARR. The MHC is DRB1_0802 with pseudo-sequence DRB1_0802. The binding affinity (normalized) is 0.313.